This data is from Forward reaction prediction with 1.9M reactions from USPTO patents (1976-2016). The task is: Predict the product of the given reaction. (1) Given the reactants [C:1]([O:5][C:6]([N:8]1[CH2:22][CH2:21][C:12]2=[C:13](Cl)[N:14]3[C:18]([N:19]=[C:11]2[CH2:10][CH2:9]1)=[CH:17][CH:16]=[N:15]3)=[O:7])([CH3:4])([CH3:3])[CH3:2].[CH2:23]1[CH2:27]O[CH2:25][CH2:24]1.CN1[C:25](=O)[CH2:24][CH2:23][CH2:27]1.CCOC(C)=O.O, predict the reaction product. The product is: [C:1]([O:5][C:6]([N:8]1[CH2:22][CH2:21][C:12]2=[C:13]([CH:23]3[CH2:27][CH2:25][CH2:24]3)[N:14]3[C:18]([N:19]=[C:11]2[CH2:10][CH2:9]1)=[CH:17][CH:16]=[N:15]3)=[O:7])([CH3:4])([CH3:3])[CH3:2]. (2) Given the reactants [Cl:1][C:2]1[CH:3]=[C:4]([C@@H:12]([CH2:16][CH:17]2[CH2:21][CH2:20][CH2:19][CH2:18]2)[C:13]([OH:15])=O)[CH:5]=[CH:6][C:7]=1[S:8]([CH3:11])(=[O:10])=[O:9].C(Cl)(=O)C(Cl)=O.[NH2:28][C:29]1[N:30]=[CH:31][C:32]([NH:35][S:36]([CH3:39])(=[O:38])=[O:37])=[N:33][CH:34]=1.N1C=CC=CC=1, predict the reaction product. The product is: [Cl:1][C:2]1[CH:3]=[C:4]([C@@H:12]([CH2:16][CH:17]2[CH2:21][CH2:20][CH2:19][CH2:18]2)[C:13]([NH:28][C:29]2[CH:34]=[N:33][C:32]([NH:35][S:36]([CH3:39])(=[O:38])=[O:37])=[CH:31][N:30]=2)=[O:15])[CH:5]=[CH:6][C:7]=1[S:8]([CH3:11])(=[O:9])=[O:10]. (3) The product is: [O:6]1[CH2:7][CH2:8][CH2:9][CH2:10][CH:5]1[O:4][CH:3]1[CH2:2][NH:1][C:30](=[O:32])[N:12]2[C:13]3[N:14]=[CH:15][CH:16]=[CH:17][C:18]=3[CH:19]=[C:11]12. Given the reactants [NH2:1][CH2:2][CH:3]([C:11]1[NH:12][C:13]2[C:18]([CH:19]=1)=[CH:17][CH:16]=[CH:15][N:14]=2)[O:4][CH:5]1[CH2:10][CH2:9][CH2:8][CH2:7][O:6]1.CCN(C(C)C)C(C)C.Cl[C:30](Cl)([O:32]C(=O)OC(Cl)(Cl)Cl)Cl, predict the reaction product. (4) Given the reactants [N+:1]([C:4]1[CH:9]=[CH:8][C:7]([C:10]2[CH:15]=[CH:14][CH:13]=[C:12]([CH:16]=[O:17])[CH:11]=2)=[CH:6][C:5]=1[N:18]1[CH2:22][CH2:21][CH2:20][CH2:19]1)([O-:3])=[O:2].[Si]([C:27]([F:30])([F:29])[F:28])(C)(C)C.F[Si](C)(C)C.Cl, predict the reaction product. The product is: [F:28][C:27]([F:30])([F:29])[CH:16]([C:12]1[CH:11]=[C:10]([C:7]2[CH:8]=[CH:9][C:4]([N+:1]([O-:3])=[O:2])=[C:5]([N:18]3[CH2:22][CH2:21][CH2:20][CH2:19]3)[CH:6]=2)[CH:15]=[CH:14][CH:13]=1)[OH:17]. (5) Given the reactants [CH:1]1[C:10]2[C:5](=[CH:6][CH:7]=[CH:8][CH:9]=2)[CH:4]=[CH:3][C:2]=1[C:11]1[N:12]=[C:13]2[CH:18]=[CH:17][C:16]([C:19]3[CH:20]=[C:21]([CH2:25][OH:26])[CH:22]=[CH:23][CH:24]=3)=[CH:15][N:14]2[CH:27]=1.[CH3:28][O:29][CH2:30][CH2:31]Br.[F-].[K+], predict the reaction product. The product is: [CH3:28][O:29][CH2:30][CH2:31][O:26][CH2:25][C:21]1[CH:20]=[C:19]([C:16]2[CH:17]=[CH:18][C:13]3[N:14]([CH:27]=[C:11]([C:2]4[CH:3]=[CH:4][C:5]5[C:10](=[CH:9][CH:8]=[CH:7][CH:6]=5)[CH:1]=4)[N:12]=3)[CH:15]=2)[CH:24]=[CH:23][CH:22]=1. (6) Given the reactants Cl[C:2]1[N:7]=[CH:6][N:5]=[C:4]2[NH:8][N:9]=[CH:10][C:3]=12.[C:11]([O:15][C:16]([N:18]1[CH2:23][CH2:22][NH:21][CH2:20][CH2:19]1)=[O:17])([CH3:14])([CH3:13])[CH3:12].C(N(C(C)C)CC)(C)C, predict the reaction product. The product is: [C:11]([O:15][C:16]([N:18]1[CH2:23][CH2:22][N:21]([C:2]2[N:7]=[CH:6][N:5]=[C:4]3[NH:8][N:9]=[CH:10][C:3]=23)[CH2:20][CH2:19]1)=[O:17])([CH3:14])([CH3:12])[CH3:13]. (7) Given the reactants [C:1]([O:5][C:6]([N:8]1[CH2:12][C@@H:11]([OH:13])[CH2:10][C@@H:9]1[C:14]([OH:16])=[O:15])=[O:7])([CH3:4])([CH3:3])[CH3:2].CC1(C)N([O])C(C)(C)CCC1.[O-]Cl.[Na+], predict the reaction product. The product is: [C:1]([O:5][C:6]([N:8]1[CH2:12][C:11](=[O:13])[CH2:10][C@H:9]1[C:14]([OH:16])=[O:15])=[O:7])([CH3:4])([CH3:2])[CH3:3]. (8) Given the reactants [Cl:1][C:2]1[CH:7]=[C:6](Cl)[CH:5]=[CH:4][N:3]=1.[C:9]([O:13][C:14]([N:16]1[CH2:21][CH2:20][NH:19][CH2:18][CH2:17]1)=[O:15])([CH3:12])([CH3:11])[CH3:10].CCN(C(C)C)C(C)C, predict the reaction product. The product is: [C:9]([O:13][C:14]([N:16]1[CH2:21][CH2:20][N:19]([C:6]2[CH:5]=[CH:4][N:3]=[C:2]([Cl:1])[CH:7]=2)[CH2:18][CH2:17]1)=[O:15])([CH3:12])([CH3:10])[CH3:11]. (9) Given the reactants [CH3:1][O:2][C:3]1[CH:8]=[CH:7][CH:6]=[CH:5][C:4]=1[SH:9].C(=O)([O-])[O-].[K+].[K+].Br[CH:17]([CH3:21])[C:18]([OH:20])=[O:19], predict the reaction product. The product is: [CH3:1][O:2][C:3]1[CH:8]=[CH:7][CH:6]=[CH:5][C:4]=1[S:9][CH2:21][CH2:17][C:18]([OH:20])=[O:19]. (10) Given the reactants [OH:1][CH2:2][C:3]1[O:7][N:6]=[C:5]([C:8]([O:10][CH2:11][CH3:12])=[O:9])[CH:4]=1.[F:13][C:14]([F:22])([F:21])[CH2:15]CS([O-])(=O)=O.[H-].[Na+].[Cl-].[NH4+], predict the reaction product. The product is: [F:13][C:14]([F:22])([F:21])[CH2:15][O:1][CH2:2][C:3]1[O:7][N:6]=[C:5]([C:8]([O:10][CH2:11][CH3:12])=[O:9])[CH:4]=1.